From a dataset of TCR-epitope binding with 47,182 pairs between 192 epitopes and 23,139 TCRs. Binary Classification. Given a T-cell receptor sequence (or CDR3 region) and an epitope sequence, predict whether binding occurs between them. (1) The epitope is FLNGSCGSV. The TCR CDR3 sequence is CASSFGNYEQYF. Result: 1 (the TCR binds to the epitope). (2) The epitope is HTTDPSFLGRY. The TCR CDR3 sequence is CSVGETRSGANVLTF. Result: 1 (the TCR binds to the epitope).